This data is from Reaction yield outcomes from USPTO patents with 853,638 reactions. The task is: Predict the reaction yield, written as a fraction of the theoretical maximum amount of product (1.0 means a 100% yield; for example, 0.34 means a 34% yield). (1) The yield is 0.615. The reactants are Br[C:2]1[C:10]([N+:11]([O-:13])=[O:12])=[CH:9][C:8]([Br:14])=[CH:7][C:3]=1[C:4]([OH:6])=[O:5].[Cl:15][C:16]1[CH:23]=[CH:22][CH:21]=[CH:20][C:17]=1[CH2:18][NH2:19].[OH-].[Na+].CCOCC. The product is [Br:14][C:8]1[CH:9]=[C:10]([N+:11]([O-:13])=[O:12])[C:2]([NH:19][CH2:18][C:17]2[CH:20]=[CH:21][CH:22]=[CH:23][C:16]=2[Cl:15])=[C:3]([CH:7]=1)[C:4]([OH:6])=[O:5]. The catalyst is C1(C)C=CC=CC=1. (2) The reactants are [Br:1][C:2]1[CH:3]=[C:4]2[NH:10][CH:9]=[CH:8][C:5]2=[N:6][CH:7]=1.[F:11][C:12]1[CH:17]=[CH:16][C:15](I)=[CH:14][CH:13]=1.C([O-])([O-])=O.[Cs+].[Cs+].CN[C@H]1CCCC[C@@H]1NC. The catalyst is O1CCOCC1.[Cu]I. The product is [Br:1][C:2]1[CH:3]=[C:4]2[N:10]([C:15]3[CH:16]=[CH:17][C:12]([F:11])=[CH:13][CH:14]=3)[CH:9]=[CH:8][C:5]2=[N:6][CH:7]=1. The yield is 0.502. (3) The reactants are [Li]CCCC.C(NC(C)C)(C)C.[Br:13][C:14]1[CH:19]=[CH:18][C:17]([NH2:20])=[C:16]([F:21])[CH:15]=1.Cl[C:23]1[C:28]([C:29]([OH:31])=[O:30])=[CH:27][N:26]=[C:25]([Cl:32])[C:24]=1[F:33]. The catalyst is C1COCC1. The product is [Br:13][C:14]1[CH:19]=[CH:18][C:17]([NH:20][C:23]2[C:28]([C:29]([OH:31])=[O:30])=[CH:27][N:26]=[C:25]([Cl:32])[C:24]=2[F:33])=[C:16]([F:21])[CH:15]=1. The yield is 0.720.